From a dataset of Forward reaction prediction with 1.9M reactions from USPTO patents (1976-2016). Predict the product of the given reaction. Given the reactants [Cl:1][C:2]1[CH:3]=[C:4]2[NH:10][C:9](=[O:11])/[C:8](=[CH:12]\[C:13]3[CH:18]=[CH:17][CH:16]=[C:15]([Cl:19])[C:14]=3[F:20])/[C:5]2=[N:6][CH:7]=1.N12CCN(CC1)CC2.[Li+].[Cl-].[CH3:31][C:32]([CH3:45])([CH3:44])[CH2:33]/[CH:34]=[N:35]/[CH2:36][C:37]([O:39][C:40]([CH3:43])([CH3:42])[CH3:41])=[O:38], predict the reaction product. The product is: [Cl:1][C:2]1[CH:3]=[C:4]2[NH:10][C:9](=[O:11])[C:8]3([CH:12]([C:13]4[CH:18]=[CH:17][CH:16]=[C:15]([Cl:19])[C:14]=4[F:20])[CH:36]([C:37]([O:39][C:40]([CH3:41])([CH3:42])[CH3:43])=[O:38])[NH:35][CH:34]3[CH2:33][C:32]([CH3:45])([CH3:44])[CH3:31])[C:5]2=[N:6][CH:7]=1.